From a dataset of Full USPTO retrosynthesis dataset with 1.9M reactions from patents (1976-2016). Predict the reactants needed to synthesize the given product. (1) Given the product [Cl:15][C:16]1[CH:17]=[N:18][C:19]2[C:24]([N:25]=1)=[CH:23][C:22]([C:26]([N:4]([O:3][CH3:2])[CH3:5])=[O:27])=[CH:21][CH:20]=2, predict the reactants needed to synthesize it. The reactants are: Cl.[CH3:2][O:3][NH:4][CH3:5].CCN(C(C)C)C(C)C.[Cl:15][C:16]1[CH:17]=[N:18][C:19]2[C:24]([N:25]=1)=[CH:23][C:22]([C:26](Cl)=[O:27])=[CH:21][CH:20]=2.ClC1C=NC2C(=CC=C(C(Cl)=O)C=2)N=1. (2) Given the product [F:1][C:2]1[CH:3]=[C:4]2[C:8](=[CH:9][CH:10]=1)[NH:7][C:6](=[O:11])[C:5]2=[N:12][N:13]=[CH:14][C:15]1[NH:19][C:18]([CH3:20])=[C:17]([C:21]([NH:23][CH2:24][CH2:25][CH2:26][CH2:27][C:28]([NH:50][C:49]2[CH:48]=[CH:47][CH:46]=[CH:45][C:53]=2[NH2:52])=[O:30])=[O:22])[C:16]=1[CH3:31], predict the reactants needed to synthesize it. The reactants are: [F:1][C:2]1[CH:3]=[C:4]2[C:8](=[CH:9][CH:10]=1)[NH:7][C:6](=[O:11])[C:5]2=[N:12][N:13]=[CH:14][C:15]1[NH:19][C:18]([CH3:20])=[C:17]([C:21]([NH:23][CH2:24][CH2:25][CH2:26][CH2:27][C:28]([OH:30])=O)=[O:22])[C:16]=1[CH3:31].Cl.C(N=C=NCCCN(C)C)C.O[C:45]1[C:53]2[N:52]=N[NH:50][C:49]=2[CH:48]=[CH:47][CH:46]=1.C(N(CC)CC)C.C1(N)C=CC=CC=1N. (3) Given the product [CH3:6][CH:4]([CH3:5])[CH2:3][C@H:2]([NH:1][C:10](=[O:11])[O:12][C:13]([CH3:16])([CH3:15])[CH3:14])[C:7]([NH:20][CH2:19][CH:18]([CH3:17])[CH2:21][CH3:22])=[O:9], predict the reactants needed to synthesize it. The reactants are: [NH:1]([C:10]([O:12][C:13]([CH3:16])([CH3:15])[CH3:14])=[O:11])[C@H:2]([C:7]([OH:9])=O)[CH2:3][CH:4]([CH3:6])[CH3:5].[CH3:17][CH:18]([CH2:21][CH3:22])[CH2:19][NH2:20].CCN(C(C)C)C(C)C.CN(C(ON1N=NC2C=CC=CC1=2)=[N+](C)C)C.F[P-](F)(F)(F)(F)F. (4) The reactants are: Br.[N+:2]([C:5]1[CH:10]=[CH:9][C:8]([CH2:11][C@@H:12]([C:14]2[N:15]=[C:16]([C:19]3[S:20][CH:21]=[CH:22][CH:23]=3)[S:17][CH:18]=2)[NH2:13])=[CH:7][CH:6]=1)([O-:4])=[O:3].CCN(CC)CC.[CH2:31]([N:38]=[C:39]=[O:40])[C:32]1[CH:37]=[CH:36][CH:35]=[CH:34][CH:33]=1. Given the product [CH2:31]([NH:38][C:39]([NH:13][C@H:12]([C:14]1[N:15]=[C:16]([C:19]2[S:20][CH:21]=[CH:22][CH:23]=2)[S:17][CH:18]=1)[CH2:11][C:8]1[CH:7]=[CH:6][C:5]([N+:2]([O-:4])=[O:3])=[CH:10][CH:9]=1)=[O:40])[C:32]1[CH:37]=[CH:36][CH:35]=[CH:34][CH:33]=1, predict the reactants needed to synthesize it. (5) Given the product [OH:29]/[CH:28]=[C:20]1\[C:21](=[O:22])[C:12]2([C:8]3[CH:9]=[CH:10][CH:11]=[C:6]([O:5][CH3:4])[CH:7]=3)[CH:17]([CH2:18][CH2:19]\1)[CH:16]([CH3:23])[C:15]1([O:24][CH2:25][CH2:26][O:27]1)[CH2:14][CH2:13]2, predict the reactants needed to synthesize it. The reactants are: C[O-].[Na+].[CH3:4][O:5][C:6]1[CH:7]=[C:8]([C:12]23[C:21](=[O:22])[CH2:20][CH2:19][CH2:18][CH:17]2[CH:16]([CH3:23])[C:15]2([O:27][CH2:26][CH2:25][O:24]2)[CH2:14][CH2:13]3)[CH:9]=[CH:10][CH:11]=1.[CH:28](OCC)=[O:29]. (6) Given the product [CH3:25][N:16]([CH2:15][C:11]1[CH:10]=[C:9]([C:6]2[CH:5]=[CH:4][C:3]([CH:1]=[C:27]([C:26]([O:33][CH3:34])=[O:32])[C:28]([O:30][CH3:31])=[O:29])=[CH:8][CH:7]=2)[CH:14]=[CH:13][CH:12]=1)[C:17]([C:18]1[CH:19]=[CH:20][CH:21]=[CH:22][CH:23]=1)=[O:24], predict the reactants needed to synthesize it. The reactants are: [CH:1]([C:3]1[CH:8]=[CH:7][C:6]([C:9]2[CH:14]=[CH:13][CH:12]=[C:11]([CH2:15][N:16]([CH3:25])[C:17](=[O:24])[C:18]3[CH:23]=[CH:22][CH:21]=[CH:20][CH:19]=3)[CH:10]=2)=[CH:5][CH:4]=1)=O.[C:26]([O:33][CH3:34])(=[O:32])[CH2:27][C:28]([O:30][CH3:31])=[O:29].C(O)(=O)C.N1CCCCC1. (7) Given the product [F:20][C:19]1[C:2]2[N:1]=[C:23]([CH3:24])[O:22][C:3]=2[C:4]2[NH:8][C:7](=[O:9])[N:6]([C:10]3[CH:15]=[CH:14][C:13]([I:16])=[CH:12][C:11]=3[F:17])[C:5]=2[C:18]=1[F:21], predict the reactants needed to synthesize it. The reactants are: [NH2:1][C:2]1[C:19]([F:20])=[C:18]([F:21])[C:5]2[N:6]([C:10]3[CH:15]=[CH:14][C:13]([I:16])=[CH:12][C:11]=3[F:17])[C:7](=[O:9])[NH:8][C:4]=2[C:3]=1[OH:22].[C:23]1(C)C=CC(S(O)(=O)=O)=C[CH:24]=1. (8) Given the product [NH:12]1[C:20]2[C:15](=[CH:16][CH:17]=[C:18](/[CH:21]=[C:6]3/[C:7](=[O:11])[NH:8][C:9]4[C:5]/3=[CH:4][CH:3]=[C:2]([Cl:1])[CH:10]=4)[CH:19]=2)[CH:14]=[N:13]1, predict the reactants needed to synthesize it. The reactants are: [Cl:1][C:2]1[CH:10]=[C:9]2[C:5]([CH2:6][C:7](=[O:11])[NH:8]2)=[CH:4][CH:3]=1.[NH:12]1[C:20]2[C:15](=[CH:16][CH:17]=[C:18]([CH:21]=O)[CH:19]=2)[CH:14]=[N:13]1. (9) The reactants are: CCCC[CH2:5][CH2:6][CH2:7][CH2:8][CH2:9][CH2:10][CH2:11][CH2:12][CH2:13][CH2:14][CH2:15][CH2:16][CH2:17][CH2:18][CH2:19][CH2:20][CH2:21][C:22]([O:24][CH:25]([C:27](OC(C([O-])=O)C)=[O:28])C)=[O:23].[Na+].C([O-])(=O)CCCCCCC/C=C\C/C=C\CCCCC. Given the product [CH3:5][CH2:6][CH2:7][CH2:8][CH2:9][CH2:10][CH2:11][CH2:12][CH2:13][CH2:14][CH2:15][CH2:16][CH2:17][CH2:18][CH2:19][CH2:20][CH2:21][C:22]([O:24][CH2:25][CH2:27][OH:28])=[O:23], predict the reactants needed to synthesize it. (10) Given the product [CH3:32][C:33]1[C:34]([N:46]2[CH2:47][CH2:48][CH:49]([NH:52][S:53]([CH3:56])(=[O:55])=[O:54])[CH2:50][CH2:51]2)=[C:35]([CH:36]=[CH:37][CH:38]=1)[CH2:39][N:40]1[CH2:45][CH2:44][N:43]([C:5]([O:20][CH:15]([C:16]([F:19])([F:18])[F:17])[C:14]([F:22])([F:21])[F:13])=[O:11])[CH2:42][CH2:41]1, predict the reactants needed to synthesize it. The reactants are: ClC(Cl)(O[C:5](=[O:11])OC(Cl)(Cl)Cl)Cl.[F:13][C:14]([F:22])([F:21])[CH:15]([OH:20])[C:16]([F:19])([F:18])[F:17].CCN(C(C)C)C(C)C.[CH3:32][C:33]1[CH:38]=[CH:37][CH:36]=[C:35]([CH2:39][N:40]2[CH2:45][CH2:44][NH:43][CH2:42][CH2:41]2)[C:34]=1[N:46]1[CH2:51][CH2:50][CH:49]([NH:52][S:53]([CH3:56])(=[O:55])=[O:54])[CH2:48][CH2:47]1.